This data is from CYP1A2 inhibition data for predicting drug metabolism from PubChem BioAssay. The task is: Regression/Classification. Given a drug SMILES string, predict its absorption, distribution, metabolism, or excretion properties. Task type varies by dataset: regression for continuous measurements (e.g., permeability, clearance, half-life) or binary classification for categorical outcomes (e.g., BBB penetration, CYP inhibition). Dataset: cyp1a2_veith. (1) The compound is CC(C)(C)N1C(=O)[C@H]2CC[C@H]3/C(=N\NC(=O)OCc4ccccc4)C[C@@H](O)[C@@H](O)[C@@H]3[C@@H]2C1=O. The result is 0 (non-inhibitor). (2) The molecule is NNC(=O)c1cc2c(s1)CCCCCC2. The result is 1 (inhibitor). (3) The compound is Cc1ccc(N2C(=O)C3C4C=CC(C4)C3C2=O)cc1C. The result is 0 (non-inhibitor). (4) The molecule is N=C1SCC(=O)N1c1nc(-c2ccccc2)cs1. The result is 1 (inhibitor). (5) The compound is O=C(OCC#CCSc1nnc(-c2cccc3ccccc23)o1)c1ccco1. The result is 1 (inhibitor). (6) The drug is O=C(O)CCC(=O)c1ccc2ccc3cccc4ccc1c2c34. The result is 1 (inhibitor). (7) The drug is COc1ccc(NC(=O)C2(c3ccc(NC(=O)c4ccc(C)cc4)cc3)CCCC2)cc1. The result is 0 (non-inhibitor).